From a dataset of Reaction yield outcomes from USPTO patents with 853,638 reactions. Predict the reaction yield, written as a fraction of the theoretical maximum amount of product (1.0 means a 100% yield; for example, 0.34 means a 34% yield). The reactants are [NH2:1][C:2]1[C:3]([O:13][CH3:14])=[N:4][C:5]2[C:10]([N:11]=1)=[CH:9][C:8]([CH3:12])=[CH:7][CH:6]=2.Cl[C:16]([O:18][CH2:19][CH3:20])=[O:17].N1C=CC=CC=1. The catalyst is ClCCl. The product is [CH3:14][O:13][C:3]1[C:2]([NH:1][C:16](=[O:17])[O:18][CH2:19][CH3:20])=[N:11][C:10]2[C:5](=[CH:6][CH:7]=[C:8]([CH3:12])[CH:9]=2)[N:4]=1. The yield is 0.980.